Dataset: Catalyst prediction with 721,799 reactions and 888 catalyst types from USPTO. Task: Predict which catalyst facilitates the given reaction. (1) Reactant: [Cl:1][C:2]1[C:3]2[CH:17]=[CH:16][NH:15][C:4]=2[N:5]=[C:6]([NH:8][C:9]2[CH:10]=[N:11][N:12]([CH3:14])[CH:13]=2)[N:7]=1.[Cl:18]N1C(=O)CCC1=O.O. Product: [Cl:1][C:2]1[C:3]2[C:17]([Cl:18])=[CH:16][NH:15][C:4]=2[N:5]=[C:6]([NH:8][C:9]2[CH:10]=[N:11][N:12]([CH3:14])[CH:13]=2)[N:7]=1. The catalyst class is: 3. (2) Reactant: [CH3:1][S:2](Cl)(=[O:4])=[O:3].[Cl:6][C:7]1[CH:8]=[C:9]([NH:21][C:22]2[C:23]3[C:30]4[CH2:31][CH2:32][CH:33]([CH2:35][CH2:36][OH:37])[CH2:34][C:29]=4[S:28][C:24]=3[N:25]=[CH:26][N:27]=2)[CH:10]=[CH:11][C:12]=1[O:13][CH2:14][C:15]1[CH:20]=[CH:19][CH:18]=[CH:17][N:16]=1. Product: [Cl:6][C:7]1[CH:8]=[C:9]([NH:21][C:22]2[C:23]3[C:30]4[CH2:31][CH2:32][CH:33]([CH2:35][CH2:36][O:37][S:2]([CH3:1])(=[O:4])=[O:3])[CH2:34][C:29]=4[S:28][C:24]=3[N:25]=[CH:26][N:27]=2)[CH:10]=[CH:11][C:12]=1[O:13][CH2:14][C:15]1[CH:20]=[CH:19][CH:18]=[CH:17][N:16]=1. The catalyst class is: 2.